The task is: Predict the reactants needed to synthesize the given product.. This data is from Full USPTO retrosynthesis dataset with 1.9M reactions from patents (1976-2016). Given the product [I:25][C:4]1[CH:3]=[CH:2][C:1]([C@H:7]2[C@@H:12]([C:13]([O:15][CH2:16][CH3:17])=[O:14])[CH2:11][CH2:10][O:9][CH2:8]2)=[CH:6][CH:5]=1, predict the reactants needed to synthesize it. The reactants are: [C:1]1([C@H:7]2[C@@H:12]([C:13]([O:15][CH2:16][CH3:17])=[O:14])[CH2:11][CH2:10][O:9][CH2:8]2)[CH:6]=[CH:5][CH:4]=[CH:3][CH:2]=1.S(=O)(=O)(O)O.II.[I:25]([O-])(=O)=O.[Na+].I([O-])(=O)(=O)=O.[Na+].